This data is from HIV replication inhibition screening data with 41,000+ compounds from the AIDS Antiviral Screen. The task is: Binary Classification. Given a drug SMILES string, predict its activity (active/inactive) in a high-throughput screening assay against a specified biological target. (1) The drug is COC(=O)C1C(C(=O)OC)C12C=Cc1ccccc1C=C2. The result is 0 (inactive). (2) The molecule is COc1cc(C(=O)NCCS(=O)(=O)O)cc(OC)c1OC. The result is 0 (inactive). (3) The compound is [N-]=[N+]=NCCOCn1ccc(=O)[nH]c1=O. The result is 0 (inactive). (4) The result is 0 (inactive). The molecule is C#CCOCn1cc(C)c(=O)[nH]c1=O. (5) The drug is COC(=O)c1ccccc1C#CC#Cc1ccccc1C(=O)OC. The result is 0 (inactive).